Task: Predict the reactants needed to synthesize the given product.. Dataset: Full USPTO retrosynthesis dataset with 1.9M reactions from patents (1976-2016) (1) Given the product [Br:1][C:2]1[CH:7]=[CH:6][C:5]([S:8]([NH:15][CH2:14][C:13]([F:17])([F:16])[F:12])(=[O:10])=[O:9])=[CH:4][CH:3]=1, predict the reactants needed to synthesize it. The reactants are: [Br:1][C:2]1[CH:7]=[CH:6][C:5]([S:8](Cl)(=[O:10])=[O:9])=[CH:4][CH:3]=1.[F:12][C:13]([F:17])([F:16])[CH2:14][NH2:15]. (2) Given the product [S:14]1[C:15]2[C:7]([C:5]([OH:6])=[O:4])=[CH:8][CH:9]=[CH:10][C:11]=2[N:12]=[CH:13]1, predict the reactants needed to synthesize it. The reactants are: [OH-].[Na+].C[O:4][C:5]([C:7]1[C:15]2[S:14][CH:13]=[N:12][C:11]=2[CH:10]=[CH:9][CH:8]=1)=[O:6].C1COCC1.O.